The task is: Predict the product of the given reaction.. This data is from Forward reaction prediction with 1.9M reactions from USPTO patents (1976-2016). (1) The product is: [CH2:26]([N:33]1[C:37](=[N:38][C:15]([C:14]2[CH:13]=[N:12][CH:11]=[CH:10][C:9]=2[C:8]([F:7])([F:19])[F:18])=[O:17])[S:36][CH:35]=[N:34]1)[C:27]1[CH:32]=[CH:31][CH:30]=[CH:29][CH:28]=1. Given the reactants C(Cl)(=O)C(Cl)=O.[F:7][C:8]([F:19])([F:18])[C:9]1[C:14]([C:15]([OH:17])=O)=[CH:13][N:12]=[CH:11][CH:10]=1.CN(C)C=O.Br.[CH2:26]([N:33]1[C:37](=[NH:38])[S:36][CH:35]=[N:34]1)[C:27]1[CH:32]=[CH:31][CH:30]=[CH:29][CH:28]=1, predict the reaction product. (2) Given the reactants [CH2:1]([O:3][C:4](=[O:37])[CH2:5][C:6]1[CH:11]=[CH:10][CH:9]=[C:8]([O:12][C:13]2[CH:18]=[CH:17][C:16]([N+:19]([O-])=O)=[CH:15][C:14]=2[CH2:22][N:23]([C:33]([O:35][CH3:36])=[O:34])[C@@H:24]([CH3:32])[CH2:25][C:26]2[CH:31]=[CH:30][CH:29]=[CH:28][CH:27]=2)[CH:7]=1)[CH3:2], predict the reaction product. The product is: [CH2:1]([O:3][C:4](=[O:37])[CH2:5][C:6]1[CH:11]=[CH:10][CH:9]=[C:8]([O:12][C:13]2[CH:18]=[CH:17][C:16]([NH2:19])=[CH:15][C:14]=2[CH2:22][N:23]([C:33]([O:35][CH3:36])=[O:34])[C@@H:24]([CH3:32])[CH2:25][C:26]2[CH:27]=[CH:28][CH:29]=[CH:30][CH:31]=2)[CH:7]=1)[CH3:2]. (3) Given the reactants [C:1]([O:5][C:6]([N:8]([CH3:51])[C@@H:9]([CH3:50])[C:10]([NH:12][C@@H:13]([C:46]([CH3:49])([CH3:48])[CH3:47])[C:14]([N:16]1[C@H:20]([C:21](=[O:33])[NH:22][C@H:23]2[C:32]3[C:27](=[CH:28][CH:29]=[CH:30][CH:31]=3)[CH2:26][CH2:25][CH2:24]2)[CH2:19][C@H:18]([O:34][CH2:35][C:36]2[CH:45]=[CH:44][C:39]([C:40]([O:42]C)=[O:41])=[CH:38][CH:37]=2)[CH2:17]1)=[O:15])=[O:11])=[O:7])([CH3:4])([CH3:3])[CH3:2].[OH-].[Na+].Cl, predict the reaction product. The product is: [C:1]([O:5][C:6]([N:8]([CH3:51])[C@@H:9]([CH3:50])[C:10]([NH:12][C@@H:13]([C:46]([CH3:49])([CH3:48])[CH3:47])[C:14]([N:16]1[C@H:20]([C:21](=[O:33])[NH:22][C@H:23]2[C:32]3[C:27](=[CH:28][CH:29]=[CH:30][CH:31]=3)[CH2:26][CH2:25][CH2:24]2)[CH2:19][C@H:18]([O:34][CH2:35][C:36]2[CH:45]=[CH:44][C:39]([C:40]([OH:42])=[O:41])=[CH:38][CH:37]=2)[CH2:17]1)=[O:15])=[O:11])=[O:7])([CH3:4])([CH3:3])[CH3:2]. (4) Given the reactants C([Mg]Cl)(C)C.Br[C:7]1[CH:12]=[CH:11][C:10]([CH3:13])=[CH:9][N:8]=1.[F:14][C:15]1[CH:22]=[CH:21][C:20]([F:23])=[CH:19][C:16]=1[CH:17]=[O:18].[Cl-].[NH4+], predict the reaction product. The product is: [F:14][C:15]1[CH:22]=[CH:21][C:20]([F:23])=[CH:19][C:16]=1[CH:17]([OH:18])[C:7]1[CH:12]=[CH:11][C:10]([CH3:13])=[CH:9][N:8]=1.